From a dataset of Forward reaction prediction with 1.9M reactions from USPTO patents (1976-2016). Predict the product of the given reaction. (1) Given the reactants Cl[C:2]1[C:7]([NH2:8])=[CH:6][C:5]([CH3:9])=[CH:4][N:3]=1.[CH3:10][Si:11]([C:14]#[CH:15])([CH3:13])[CH3:12], predict the reaction product. The product is: [CH3:9][C:5]1[CH:6]=[C:7]([NH:8][C:15]#[C:14][Si:11]([CH3:13])([CH3:12])[CH3:10])[CH:2]=[N:3][CH:4]=1. (2) Given the reactants P(Cl)(Cl)(Cl)=O.CN([CH:9]=[O:10])C.[OH:11][C:12]1[CH:13]=[C:14]([N:18]([CH2:25][CH2:26][C:27]([O:29][CH3:30])=[O:28])[CH2:19][CH2:20][C:21]([O:23][CH3:24])=[O:22])[CH:15]=[CH:16][CH:17]=1.O, predict the reaction product. The product is: [CH:9]([C:17]1[CH:16]=[CH:15][C:14]([N:18]([CH2:19][CH2:20][C:21]([O:23][CH3:24])=[O:22])[CH2:25][CH2:26][C:27]([O:29][CH3:30])=[O:28])=[CH:13][C:12]=1[OH:11])=[O:10]. (3) Given the reactants [C@@H:1]12[N:8]([C:9]3[CH:18]=[N:17][C:16]4[C:11](=[CH:12][CH:13]=[CH:14][CH:15]=4)[N:10]=3)[CH2:7][C@@H:6]1[CH2:5][CH2:4][NH:3][CH2:2]2.CC1C=C(C)N=C(N2[C@@H]3[C@@H](CCNC3)C2)N=1.[N:35]1[N:36]([C:40]2[CH:48]=[CH:47][CH:46]=[CH:45][C:41]=2[C:42](O)=[O:43])[N:37]=[CH:38][CH:39]=1.S1C=CC=C1C1C=CC=CC=1C(O)=O, predict the reaction product. The product is: [N:10]1[C:11]2[C:16](=[CH:15][CH:14]=[CH:13][CH:12]=2)[N:17]=[CH:18][C:9]=1[N:8]1[C@@H:1]2[C@@H:6]([CH2:5][CH2:4][N:3]([C:42]([C:41]3[CH:45]=[CH:46][CH:47]=[CH:48][C:40]=3[N:36]3[N:37]=[CH:38][CH:39]=[N:35]3)=[O:43])[CH2:2]2)[CH2:7]1. (4) Given the reactants [NH2:1][C:2]1[CH:3]=[C:4]([C:12]2[O:13][C:14]3[CH:20]=[CH:19][C:18]([C:21]([F:24])([F:23])[F:22])=[CH:17][C:15]=3[N:16]=2)[C:5]([NH:8][CH2:9][CH2:10][CH3:11])=[CH:6][CH:7]=1.[CH:25]1[C:30]([C:31]([OH:33])=[O:32])=[CH:29][C:28]2[C:34]([O:36][C:37](=O)[C:27]=2[CH:26]=1)=[O:35], predict the reaction product. The product is: [F:22][C:21]([F:24])([F:23])[C:18]1[CH:19]=[CH:20][C:14]2[O:13][C:12]([C:4]3[CH:3]=[C:2]([N:1]4[C:34](=[O:35])[C:28]5[C:27](=[CH:26][CH:25]=[C:30]([C:31]([OH:33])=[O:32])[CH:29]=5)[C:37]4=[O:36])[CH:7]=[CH:6][C:5]=3[NH:8][CH2:9][CH2:10][CH3:11])=[N:16][C:15]=2[CH:17]=1.